Dataset: Reaction yield outcomes from USPTO patents with 853,638 reactions. Task: Predict the reaction yield, written as a fraction of the theoretical maximum amount of product (1.0 means a 100% yield; for example, 0.34 means a 34% yield). (1) The reactants are C(O[C:4]([C:6]1[CH:15]=[CH:14][C:9]2[N:10]=[C:11]([NH2:13])[S:12][C:8]=2[CH:7]=1)=[O:5])C.[CH2:16]([Mg]Br)[CH3:17].[NH4+].[Cl-].O1CCO[CH2:24][CH2:23]1. No catalyst specified. The product is [NH2:13][C:11]1[S:12][C:8]2[CH:7]=[C:6]([C:4]([OH:5])([CH2:16][CH3:17])[CH2:23][CH3:24])[CH:15]=[CH:14][C:9]=2[N:10]=1. The yield is 0.440. (2) The reactants are Cl[C:2]1[C:7]2[C:8]([CH3:11])=[N:9][NH:10][C:6]=2[CH:5]=[CH:4][N:3]=1.[CH3:12][O:13][C:14]1[CH:19]=[C:18]([O:20][CH3:21])[CH:17]=[CH:16][C:15]=1[CH2:22][NH2:23]. The catalyst is C(O)CCC. The product is [CH3:12][O:13][C:14]1[CH:19]=[C:18]([O:20][CH3:21])[CH:17]=[CH:16][C:15]=1[CH2:22][NH:23][C:2]1[C:7]2[C:8]([CH3:11])=[N:9][NH:10][C:6]=2[CH:5]=[CH:4][N:3]=1. The yield is 0.420. (3) The reactants are [NH2:1][C:2]1[N:7]=[C:6]([NH2:8])[C:5]([O:9][C:10]2[C:11]([CH:21]([CH3:23])[CH3:22])=[CH:12][C:13]([O:19][CH3:20])=[C:14]([CH:16]([OH:18])[CH3:17])[CH:15]=2)=[CH:4][N:3]=1.[CH3:24]CN(S(F)(F)F)CC.C([O-])(O)=O.[Na+]. The catalyst is C(Cl)Cl. The product is [CH:21]([C:11]1[CH:12]=[C:13]([O:19][CH3:20])[C:14]([CH:16]=[CH2:17])=[CH:15][C:10]=1[O:9][C:5]1[C:6]([NH2:8])=[N:7][C:2]([NH2:1])=[N:3][CH:4]=1)([CH3:23])[CH3:22].[CH:21]([C:11]1[CH:12]=[C:13]([O:19][CH3:20])[C:14]([CH:16]([O:18][CH3:24])[CH3:17])=[CH:15][C:10]=1[O:9][C:5]1[C:6]([NH2:8])=[N:7][C:2]([NH2:1])=[N:3][CH:4]=1)([CH3:23])[CH3:22]. The yield is 0.0300.